Predict the product of the given reaction. From a dataset of Forward reaction prediction with 1.9M reactions from USPTO patents (1976-2016). (1) Given the reactants [N+:1]([C:4]1[CH:5]=[C:6]([NH:13][C:14](=[O:26])[C:15]2[CH:20]=[CH:19][C:18]([N:21]3[CH2:25][CH2:24][CH2:23][CH2:22]3)=[CH:17][CH:16]=2)[CH:7]=[CH:8][C:9]=1[N+:10]([O-])=O)([O-])=O.[CH:27]1([NH:30][C:31]([C:33]2[CH:40]=[CH:39][C:36]([CH:37]=O)=[CH:35][CH:34]=2)=[O:32])[CH2:29][CH2:28]1, predict the reaction product. The product is: [CH:27]1([NH:30][C:31](=[O:32])[C:33]2[CH:40]=[CH:39][C:36]([C:37]3[NH:10][C:9]4[CH:8]=[CH:7][C:6]([NH:13][C:14](=[O:26])[C:15]5[CH:20]=[CH:19][C:18]([N:21]6[CH2:25][CH2:24][CH2:23][CH2:22]6)=[CH:17][CH:16]=5)=[CH:5][C:4]=4[N:1]=3)=[CH:35][CH:34]=2)[CH2:28][CH2:29]1. (2) The product is: [N:7]1[CH:8]=[CH:9][CH:10]=[CH:11][C:6]=1[C:4]1[N:21]=[C:19]([NH:18][C:13]2[CH:14]=[CH:15][CH:16]=[CH:17][C:12]=2[CH3:22])[S:20][CH:3]=1. Given the reactants Br.Br[CH2:3][C:4]([C:6]1[CH:11]=[CH:10][CH:9]=[CH:8][N:7]=1)=O.[C:12]1([CH3:22])[CH:17]=[CH:16][CH:15]=[CH:14][C:13]=1[NH:18][C:19]([NH2:21])=[S:20], predict the reaction product.